From a dataset of Reaction yield outcomes from USPTO patents with 853,638 reactions. Predict the reaction yield, written as a fraction of the theoretical maximum amount of product (1.0 means a 100% yield; for example, 0.34 means a 34% yield). (1) The reactants are [CH2:1]([S:3]([C:6]1[CH:11]=[CH:10][C:9](B2OC(C)(C)C(C)(C)O2)=[C:8]([O:21][CH3:22])[CH:7]=1)(=[O:5])=[O:4])[CH3:2].[Br:23][C:24]1[CH:29]=[CH:28][C:27]([OH:30])=[C:26](I)[CH:25]=1.C(=O)([O-])[O-].[Na+].[Na+]. The catalyst is O1CCOCC1.O.C1C=CC([P]([Pd]([P](C2C=CC=CC=2)(C2C=CC=CC=2)C2C=CC=CC=2)([P](C2C=CC=CC=2)(C2C=CC=CC=2)C2C=CC=CC=2)[P](C2C=CC=CC=2)(C2C=CC=CC=2)C2C=CC=CC=2)(C2C=CC=CC=2)C2C=CC=CC=2)=CC=1. The product is [Br:23][C:24]1[CH:29]=[C:28]([C:9]2[CH:10]=[CH:11][C:6]([S:3]([CH2:1][CH3:2])(=[O:4])=[O:5])=[CH:7][C:8]=2[O:21][CH3:22])[C:27]([OH:30])=[CH:26][CH:25]=1. The yield is 0.440. (2) The reactants are FC(F)(F)C(O)=O.[C:8]([NH:11][C:12]1[CH:27]=[CH:26][C:15]([C:16]([NH:18][C:19]2[CH:24]=[CH:23][CH:22]=[CH:21][C:20]=2[NH2:25])=[O:17])=[CH:14][CH:13]=1)(=[O:10])[CH3:9].CCO.C([O-])(O)=O.[Na+]. The catalyst is O. The product is [C:8]([NH:11][C:12]1[CH:27]=[CH:26][C:15]([C:16]([NH:18][C:19]2[CH:24]=[CH:23][CH:22]=[CH:21][C:20]=2[NH2:25])=[O:17])=[CH:14][CH:13]=1)(=[O:10])[CH3:9]. The yield is 0.920. (3) The reactants are [NH2:1][C:2]1[CH:10]=[C:9]([O:11][CH2:12][C:13]2[CH:18]=[CH:17][CH:16]=[CH:15][CH:14]=2)[C:8]([O:19][CH3:20])=[CH:7][C:3]=1[C:4]([NH2:6])=[O:5].[CH3:21]N(C=NC=[N+](C)C)C.[Cl-].C([O-])(=O)C.[Na+].C(O)(=O)C. The catalyst is O1CCOCC1. The product is [CH2:12]([O:11][C:9]1[CH:10]=[C:2]2[C:3]([C:4](=[O:5])[NH:6][CH:21]=[N:1]2)=[CH:7][C:8]=1[O:19][CH3:20])[C:13]1[CH:14]=[CH:15][CH:16]=[CH:17][CH:18]=1. The yield is 0.840.